Dataset: Full USPTO retrosynthesis dataset with 1.9M reactions from patents (1976-2016). Task: Predict the reactants needed to synthesize the given product. (1) Given the product [CH3:26][O:27][C:28]1[CH:29]=[C:30]([NH:31][CH:32]([C:33]2[CH:38]=[N:37][C:36]([O:39][CH3:40])=[CH:35][N:34]=2)[C:8]([C:10]2[C:18]3[C:13](=[CH:14][CH:15]=[CH:16][CH:17]=3)[NH:12][CH:11]=2)=[O:9])[CH:41]=[C:42]([O:44][CH3:45])[CH:43]=1, predict the reactants needed to synthesize it. The reactants are: C(N(CC)CC)C.[CH:8]([C:10]1[C:18]2[C:13](=[CH:14][CH:15]=[CH:16][CH:17]=2)[N:12](C(OC(C)(C)C)=O)[CH:11]=1)=[O:9].[CH3:26][O:27][C:28]1[CH:29]=[C:30]([CH:41]=[C:42]([O:44][CH3:45])[CH:43]=1)[N:31]=[CH:32][C:33]1[CH:38]=[N:37][C:36]([O:39][CH3:40])=[CH:35][N:34]=1. (2) Given the product [CH3:2][O:3][C:4](=[O:8])[C@H:5]([CH3:7])[NH:6][CH2:23][CH2:22][CH2:21][CH2:20][C:19]#[CH:18], predict the reactants needed to synthesize it. The reactants are: Cl.[CH3:2][O:3][C:4](=[O:8])[C@H:5]([CH3:7])[NH2:6].C([O-])([O-])=O.[K+].[K+].N#N.I[CH2:18][CH2:19][CH2:20][CH2:21][C:22]#[CH:23]. (3) Given the product [CH2:18]([O:19][C:9](=[O:12])[CH2:8][C:4]1[CH:5]=[CH:6][CH:7]=[C:2]([Br:1])[C:3]=1[F:11])[CH3:17], predict the reactants needed to synthesize it. The reactants are: [Br:1][C:2]1[C:3]([F:11])=[C:4]([CH2:8][C:9]#N)[CH:5]=[CH:6][CH:7]=1.[OH:12]S(O)(=O)=O.[CH3:17][CH2:18][OH:19]. (4) The reactants are: [CH:1]1([CH2:4][C:5]2[S:6][C:7]3[CH2:20][CH2:19][C:11]4[N:12]=[C:13]([NH:15]C(=O)C)[S:14][C:10]=4[C:8]=3[N:9]=2)[CH2:3][CH2:2]1.Cl. Given the product [CH:1]1([CH2:4][C:5]2[S:6][C:7]3[CH2:20][CH2:19][C:11]4[N:12]=[C:13]([NH2:15])[S:14][C:10]=4[C:8]=3[N:9]=2)[CH2:2][CH2:3]1, predict the reactants needed to synthesize it. (5) The reactants are: [C:1]1([CH2:11][C:12]([OH:14])=O)[C:10]2[C:5](=[CH:6][CH:7]=[CH:8][CH:9]=2)[CH:4]=[CH:3][CH:2]=1.[N:15]1([C:20]2[S:21][CH:22]=[CH:23][C:24]=2[NH2:25])[CH:19]=[CH:18][N:17]=[CH:16]1.CN1CCOCC1.CN(C=O)C. Given the product [N:15]1([C:20]2[S:21][CH:22]=[CH:23][C:24]=2[NH:25][C:12](=[O:14])[CH2:11][C:1]2[C:10]3[C:5](=[CH:6][CH:7]=[CH:8][CH:9]=3)[CH:4]=[CH:3][CH:2]=2)[CH:19]=[CH:18][N:17]=[CH:16]1, predict the reactants needed to synthesize it. (6) Given the product [Cl:1][C:2]1[CH:11]=[N:10][C:9]2[N:8]=[C:7]([N:10]([CH2:11][CH3:2])[CH2:9][CH3:4])[N:6]3[N:13]=[C:14]([CH:16]4[CH2:18][CH2:17]4)[N:15]=[C:5]3[C:4]=2[CH:3]=1, predict the reactants needed to synthesize it. The reactants are: [Cl:1][C:2]1[CH:11]=[N:10][C:9]2[N:8]=[C:7](O)[N:6]3[N:13]=[C:14]([CH:16]4[CH2:18][CH2:17]4)[N:15]=[C:5]3[C:4]=2[CH:3]=1.C([O-])(O)=O.[Na+]. (7) Given the product [Cl:22][C:23]1[CH:28]=[CH:27][CH:26]=[CH:25][C:24]=1[N:29]1[C:5]([C:7]2[CH:17]=[CH:16][C:10]3[O:11][CH2:12][C:13](=[O:15])[NH:14][C:9]=3[CH:8]=2)=[CH:4][C:3]([C:2]([F:20])([F:19])[F:1])=[N:30]1, predict the reactants needed to synthesize it. The reactants are: [F:1][C:2]([F:20])([F:19])[C:3](O)=[CH:4][C:5]([C:7]1[CH:17]=[CH:16][C:10]2[O:11][CH2:12][C:13](=[O:15])[NH:14][C:9]=2[CH:8]=1)=O.Cl.[Cl:22][C:23]1[CH:28]=[CH:27][CH:26]=[CH:25][C:24]=1[NH:29][NH2:30].